Task: Predict the reactants needed to synthesize the given product.. Dataset: Full USPTO retrosynthesis dataset with 1.9M reactions from patents (1976-2016) (1) The reactants are: CO[C:3](=[O:25])[C:4]1[C:9]([Cl:10])=[CH:8][C:7](Cl)=[CH:6][C:5]=1[NH:12][C:13](=[O:24])[CH:14]([C:16]1[CH:21]=[CH:20][C:19]([O:22][CH3:23])=[CH:18][CH:17]=1)[CH3:15].[H-].[Na+].Cl.C1C[O:32][CH2:31]C1. Given the product [Cl:10][C:9]1[CH:8]=[C:7]([O:32][CH3:31])[CH:6]=[C:5]2[C:4]=1[C:3](=[O:25])[C:14]([C:16]1[CH:21]=[CH:20][C:19]([O:22][CH3:23])=[CH:18][CH:17]=1)([CH3:15])[C:13](=[O:24])[NH:12]2, predict the reactants needed to synthesize it. (2) Given the product [C:1]([O:5][C:6]([NH:8][C:9]1[CH:14]=[CH:13][CH:12]=[C:11]([O:15][CH2:44][CH2:43][C:40]2[CH:41]=[CH:42][C:37]([C:35]#[N:36])=[CH:38][CH:39]=2)[CH:10]=1)=[O:7])([CH3:4])([CH3:2])[CH3:3], predict the reactants needed to synthesize it. The reactants are: [C:1]([O:5][C:6]([NH:8][C:9]1[CH:14]=[CH:13][CH:12]=[C:11]([OH:15])[CH:10]=1)=[O:7])([CH3:4])([CH3:3])[CH3:2].C1(P(C2C=CC=CC=2)C2C=CC=CC=2)C=CC=CC=1.[C:35]([C:37]1[CH:42]=[CH:41][C:40]([CH2:43][CH2:44]O)=[CH:39][CH:38]=1)#[N:36].CCOC(/N=N/C(OCC)=O)=O. (3) Given the product [CH3:22][C:20]1[CH:21]=[C:16]([C:14]([C:5]2[C:4](=[O:24])[C:9]3[C:8](=[CH:13][CH:12]=[CH:11][CH:10]=3)[NH:7][CH:6]=2)=[O:15])[CH:17]=[N:18][C:19]=1[CH3:23], predict the reactants needed to synthesize it. The reactants are: C(O[C:4](=[O:24])[C:5]([C:14]([C:16]1[CH:17]=[N:18][C:19]([CH3:23])=[C:20]([CH3:22])[CH:21]=1)=[O:15])=[CH:6][NH:7][C:8]1[CH:13]=[CH:12][CH:11]=[CH:10][CH:9]=1)C. (4) The reactants are: [NH2:1][C:2]1[CH:32]=[CH:31][C:5]([C:6]([NH:8][C:9]2[CH:30]=[CH:29][C:12]3[N:13]([CH:16]([C:23]4[CH:28]=[CH:27][CH:26]=[CH:25][CH:24]=4)[CH2:17][C:18]([O:20]CC)=[O:19])[CH:14]=[N:15][C:11]=3[CH:10]=2)=[O:7])=[CH:4][CH:3]=1. Given the product [NH2:1][C:2]1[CH:3]=[CH:4][C:5]([C:6]([NH:8][C:9]2[CH:30]=[CH:29][C:12]3[N:13]([CH:16]([C:23]4[CH:28]=[CH:27][CH:26]=[CH:25][CH:24]=4)[CH2:17][C:18]([OH:20])=[O:19])[CH:14]=[N:15][C:11]=3[CH:10]=2)=[O:7])=[CH:31][CH:32]=1, predict the reactants needed to synthesize it. (5) Given the product [CH3:1][O:2][C:3]1[CH:11]=[C:10]2[C:6](/[C:7](=[CH:27]/[C:26]3[NH:25][C:24]4[CH2:29][CH2:30][CH2:31][CH2:32][CH2:33][C:23]=4[C:22]=3[CH2:21][CH2:20][CH2:19][N:13]3[CH2:14][CH2:15][O:16][CH2:17][CH2:18]3)/[C:8](=[O:12])[NH:9]2)=[CH:5][CH:4]=1, predict the reactants needed to synthesize it. The reactants are: [CH3:1][O:2][C:3]1[CH:11]=[C:10]2[C:6]([CH2:7][C:8](=[O:12])[NH:9]2)=[CH:5][CH:4]=1.[N:13]1([CH2:19][CH2:20][CH2:21][C:22]2[C:23]3[CH2:33][CH2:32][CH2:31][CH2:30][CH2:29][C:24]=3[NH:25][C:26]=2[CH:27]=O)[CH2:18][CH2:17][O:16][CH2:15][CH2:14]1.N1CCCCC1.